This data is from Reaction yield outcomes from USPTO patents with 853,638 reactions. The task is: Predict the reaction yield, written as a fraction of the theoretical maximum amount of product (1.0 means a 100% yield; for example, 0.34 means a 34% yield). (1) The reactants are [CH2:1]([C:4]1(O)[C:13]2[C:8](=[CH:9][CH:10]=[C:11]([B:14]3[O:18][C:17]([CH3:20])([CH3:19])[C:16]([CH3:22])([CH3:21])[O:15]3)[CH:12]=2)[O:7][CH2:6][CH2:5]1)[CH:2]=[CH2:3].C([SiH](CC)CC)C.C(O)(C(F)(F)F)=O. The catalyst is ClCCCl. The product is [CH2:1]([CH:4]1[C:13]2[C:8](=[CH:9][CH:10]=[C:11]([B:14]3[O:18][C:17]([CH3:20])([CH3:19])[C:16]([CH3:22])([CH3:21])[O:15]3)[CH:12]=2)[O:7][CH2:6][CH2:5]1)[CH:2]=[CH2:3]. The yield is 0.551. (2) The reactants are [K+].[C@H:2]1([C:12]([O-:14])=[O:13])[C:11]2[C:6](=[CH:7][CH:8]=[CH:9][CH:10]=2)[CH2:5][CH2:4][NH:3]1.Cl.CC(C)=O. The catalyst is O. The product is [C@H:2]1([C:12]([OH:14])=[O:13])[C:11]2[C:6](=[CH:7][CH:8]=[CH:9][CH:10]=2)[CH2:5][CH2:4][NH:3]1. The yield is 0.970.